From a dataset of Forward reaction prediction with 1.9M reactions from USPTO patents (1976-2016). Predict the product of the given reaction. (1) The product is: [CH3:42][C:37]1([CH3:43])[N:36]([CH2:35][CH2:34][S:31]([CH3:30])(=[O:32])=[O:33])[CH2:41][CH2:40][N:39]([CH2:2][C:3]2[N:4]([CH3:29])[C:5]3[C:10]([N:11]=2)=[C:9]([N:12]2[CH2:17][CH2:16][O:15][CH2:14][CH2:13]2)[N:8]=[C:7]([N:18]2[C:22]4[CH:23]=[CH:24][CH:25]=[CH:26][C:21]=4[N:20]=[C:19]2[CH2:27][CH3:28])[N:6]=3)[CH2:38]1. Given the reactants Cl[CH2:2][C:3]1[N:4]([CH3:29])[C:5]2[C:10]([N:11]=1)=[C:9]([N:12]1[CH2:17][CH2:16][O:15][CH2:14][CH2:13]1)[N:8]=[C:7]([N:18]1[C:22]3[CH:23]=[CH:24][CH:25]=[CH:26][C:21]=3[N:20]=[C:19]1[CH2:27][CH3:28])[N:6]=2.[CH3:30][S:31]([CH2:34][CH2:35][N:36]1[CH2:41][CH2:40][NH:39][CH2:38][C:37]1([CH3:43])[CH3:42])(=[O:33])=[O:32].C([O-])([O-])=O.[K+].[K+], predict the reaction product. (2) Given the reactants Br[C:2]1[CH:3]=[C:4]2[C:9](=[CH:10][CH:11]=1)[C:8](=[O:12])[NH:7][N:6]=[C:5]2[Cl:13].[CH3:14][O:15][C:16]1[CH:17]=[C:18]([CH:22]=[CH:23][CH:24]=1)[C:19]([NH2:21])=[O:20].CC1(C)C2C(=C(P(C3C=CC=CC=3)C3C=CC=CC=3)C=CC=2)OC2C(P(C3C=CC=CC=3)C3C=CC=CC=3)=CC=CC1=2.C([O-])([O-])=O.[Cs+].[Cs+], predict the reaction product. The product is: [Cl:13][C:5]1[C:4]2[C:9](=[CH:10][CH:11]=[C:2]([NH:21][C:19](=[O:20])[C:18]3[CH:22]=[CH:23][CH:24]=[C:16]([O:15][CH3:14])[CH:17]=3)[CH:3]=2)[C:8](=[O:12])[NH:7][N:6]=1. (3) Given the reactants C(OC(=O)[NH:7][C:8]1[CH:9]=[C:10]2[C:15](=[CH:16][CH:17]=1)[N:14]=[C:13]([N:18]([CH2:21][CH3:22])[CH2:19][CH3:20])[N:12]([NH:23][C:24](=[O:34])[CH2:25][C:26]1[CH:31]=[C:30]([F:32])[CH:29]=[C:28]([F:33])[CH:27]=1)[C:11]2=[O:35])(C)(C)C, predict the reaction product. The product is: [NH2:7][C:8]1[CH:9]=[C:10]2[C:15](=[CH:16][CH:17]=1)[N:14]=[C:13]([N:18]([CH2:19][CH3:20])[CH2:21][CH3:22])[N:12]([NH:23][C:24](=[O:34])[CH2:25][C:26]1[CH:27]=[C:28]([F:33])[CH:29]=[C:30]([F:32])[CH:31]=1)[C:11]2=[O:35]. (4) Given the reactants [CH2:1]([N:4]1[C:9]([NH2:10])=[C:8]([NH2:11])[C:7](=[O:12])[N:6]([CH2:13][C:14]2[CH:19]=[CH:18][C:17]([Cl:20])=[CH:16][CH:15]=2)[C:5]1=[O:21])[CH:2]=[CH2:3].[C:22]1(=O)[CH2:27][CH2:26][CH2:25][CH2:24][C:23]1=O, predict the reaction product. The product is: [CH2:1]([N:4]1[C:9]2[C:8](=[N:11][C:22]3[CH2:27][CH2:26][CH2:25][CH2:24][C:23]=3[N:10]=2)[C:7](=[O:12])[N:6]([CH2:13][C:14]2[CH:19]=[CH:18][C:17]([Cl:20])=[CH:16][CH:15]=2)[C:5]1=[O:21])[CH:2]=[CH2:3]. (5) The product is: [CH3:25][O:26][C:27](=[O:52])[CH:28]([NH:41][C:42](=[O:51])[C:43]1[C:44]([Cl:50])=[CH:45][CH:46]=[CH:47][C:48]=1[Cl:49])[CH2:29][C:30]1[O:34][N:33]=[C:32]([CH:35]([NH:40][C:21](=[O:23])[CH2:20][C:5]2[CH:6]=[CH:7][C:8]([NH:9][C:10]([NH:12][C:13]3[CH:18]=[CH:17][CH:16]=[CH:15][C:14]=3[CH3:19])=[O:11])=[C:3]([O:2][CH3:1])[CH:4]=2)[CH2:36][CH:37]([CH3:39])[CH3:38])[CH:31]=1. Given the reactants [CH3:1][O:2][C:3]1[CH:4]=[C:5]([CH2:20][C:21]([OH:23])=O)[CH:6]=[CH:7][C:8]=1[NH:9][C:10]([NH:12][C:13]1[CH:18]=[CH:17][CH:16]=[CH:15][C:14]=1[CH3:19])=[O:11].Cl.[CH3:25][O:26][C:27](=[O:52])[CH:28]([NH:41][C:42](=[O:51])[C:43]1[C:48]([Cl:49])=[CH:47][CH:46]=[CH:45][C:44]=1[Cl:50])[CH2:29][C:30]1[O:34][N:33]=[C:32]([CH:35]([NH2:40])[CH2:36][CH:37]([CH3:39])[CH3:38])[CH:31]=1, predict the reaction product. (6) The product is: [CH2:29]([CH:27]([O:28][C:2]1[CH:3]=[C:4]([CH3:21])[C:5]([C:8]2[CH:13]=[CH:12][C:11]([O:14][C:15]([F:18])([F:17])[F:16])=[CH:10][C:9]=2[O:19][CH3:20])=[N:6][CH:7]=1)[CH2:26][CH3:25])[CH3:30]. Given the reactants Br[C:2]1[CH:3]=[C:4]([CH3:21])[C:5]([C:8]2[CH:13]=[CH:12][C:11]([O:14][C:15]([F:18])([F:17])[F:16])=[CH:10][C:9]=2[O:19][CH3:20])=[N:6][CH:7]=1.CN1[C:27](=[O:28])[CH2:26][CH2:25]C1.[CH3:29][CH2:30]OC(C)=O, predict the reaction product. (7) The product is: [Br:24][CH2:25]/[CH:26]=[CH:27]/[C:28]([NH:20][C:17]1[CH:18]=[C:19]2[C:14](=[CH:15][C:16]=1[O:21][CH3:22])[N:13]=[CH:12][N:11]=[C:10]2[NH:9][C:4]1[CH:5]=[CH:6][C:7]([Cl:8])=[C:2]([Cl:1])[C:3]=1[F:23])=[O:29]. Given the reactants [Cl:1][C:2]1[C:3]([F:23])=[C:4]([NH:9][C:10]2[C:19]3[C:14](=[CH:15][C:16]([O:21][CH3:22])=[C:17]([NH2:20])[CH:18]=3)[N:13]=[CH:12][N:11]=2)[CH:5]=[CH:6][C:7]=1[Cl:8].[Br:24][CH2:25]/[CH:26]=[CH:27]/[C:28](Cl)=[O:29], predict the reaction product. (8) Given the reactants F[C:2]1[CH:3]=[N:4][CH:5]=[C:6]([F:10])[C:7]=1[CH:8]=O.[CH3:11][O:12][C:13](=[O:16])[CH2:14][SH:15].C(=O)([O-])[O-].[Cs+].[Cs+], predict the reaction product. The product is: [F:10][C:6]1[CH:5]=[N:4][CH:3]=[C:2]2[S:15][C:14]([C:13]([O:12][CH3:11])=[O:16])=[CH:8][C:7]=12. (9) The product is: [NH:29]1[C:25]([N:22]2[CH2:23][CH2:24][CH:19]([CH2:18][CH2:17][CH2:16][O:15][C:10]3[CH:11]=[C:12]4[C:7](=[CH:8][CH:9]=3)[CH2:6][N:5]([S:2]([CH3:1])(=[O:3])=[O:4])[CH2:14][CH2:13]4)[CH2:20][CH2:21]2)=[N:26][N:31]=[N:30]1. Given the reactants [CH3:1][S:2]([N:5]1[CH2:14][CH2:13][C:12]2[C:7](=[CH:8][CH:9]=[C:10]([O:15][CH2:16][CH2:17][CH2:18][CH:19]3[CH2:24][CH2:23][N:22]([C:25]#[N:26])[CH2:21][CH2:20]3)[CH:11]=2)[CH2:6]1)(=[O:4])=[O:3].[Cl-].[NH4+].[N-:29]=[N+:30]=[N-:31].[Na+], predict the reaction product. (10) Given the reactants [CH3:1][C:2]1[N:7]=[C:6]([C:8]#[C:9][C:10]2[CH2:15][CH2:14][CH2:13][C:12](=O)[CH:11]=2)[CH:5]=[CH:4][CH:3]=1.Cl.[NH2:18][OH:19], predict the reaction product. The product is: [CH3:1][C:2]1[N:7]=[C:6]([C:8]#[C:9][C:10]2[CH2:15][CH2:14][CH2:13][C:12](=[N:18][OH:19])[CH:11]=2)[CH:5]=[CH:4][CH:3]=1.